The task is: Predict hERG channel inhibition at various concentrations.. This data is from hERG Central: cardiac toxicity at 1µM, 10µM, and general inhibition. The drug is CCCn1cc(CN2CCC(Cc3ccccc3)(C(=O)OCC)CC2)c(C)n1. Results: hERG_inhib (hERG inhibition (general)): blocker.